Task: Predict which catalyst facilitates the given reaction.. Dataset: Catalyst prediction with 721,799 reactions and 888 catalyst types from USPTO (1) Reactant: [CH3:1][C:2]1[O:3][C:4]([C:10]2[CH:15]=[CH:14][CH:13]=[CH:12][CH:11]=2)=[CH:5][C:6]=1[C:7](Cl)=[O:8].Cl.[NH2:17][CH2:18][CH2:19][C:20]1[CH:37]=[CH:36][C:23]([O:24][CH2:25][C:26]2[CH:35]=[CH:34][CH:33]=[CH:32][C:27]=2[C:28]([O:30][CH3:31])=[O:29])=[CH:22][CH:21]=1. Product: [CH3:1][C:2]1[O:3][C:4]([C:10]2[CH:15]=[CH:14][CH:13]=[CH:12][CH:11]=2)=[CH:5][C:6]=1[C:7]([NH:17][CH2:18][CH2:19][C:20]1[CH:21]=[CH:22][C:23]([O:24][CH2:25][C:26]2[CH:35]=[CH:34][CH:33]=[CH:32][C:27]=2[C:28]([O:30][CH3:31])=[O:29])=[CH:36][CH:37]=1)=[O:8]. The catalyst class is: 2. (2) Reactant: [C:1]([O:5][C:6]([N:8]1[CH2:13][CH2:12][CH2:11][CH:10]([C:14]([O:16]C/C=C/C)=[O:15])[CH2:9]1)=[O:7])([CH3:4])([CH3:3])[CH3:2].C[Si](C)(C)[N-][Si](C)(C)C.[Li+].C[Si](Cl)(C)C.[OH-].[Na+]. Product: [C:1]([O:5][C:6]([N:8]1[CH2:13][CH2:12][CH2:11][C:10]([CH:11]([CH3:12])[CH:10]=[CH2:9])([C:14]([OH:16])=[O:15])[CH2:9]1)=[O:7])([CH3:2])([CH3:3])[CH3:4]. The catalyst class is: 30. (3) Reactant: [CH:1]([N:4]1[C:8](B2OC(C)(C)C(C)(C)O2)=[CH:7][CH:6]=[N:5]1)([CH3:3])[CH3:2].I[C:19]1[N:23]2[C:24]3[N:32]=[CH:31][C:30]([C:33]([O:35][CH3:36])=[O:34])=[CH:29][C:25]=3[O:26][CH2:27][CH2:28][C:22]2=[N:21][CH:20]=1.ClCCl.C([O-])(=O)C.[K+].COCCOC. Product: [CH:1]([N:4]1[C:8]([C:20]2[N:21]=[C:22]3[CH2:28][CH2:27][O:26][C:25]4[CH:29]=[C:30]([C:33]([O:35][CH3:36])=[O:34])[CH:31]=[N:32][C:24]=4[N:23]3[CH:19]=2)=[CH:7][CH:6]=[N:5]1)([CH3:2])[CH3:3]. The catalyst class is: 587. (4) Reactant: [Br:1][C:2]1[C:22]([Cl:23])=[CH:21][C:5]2[N:6]([CH2:9][C:10]3[CH:20]=[CH:19][C:13]4[N:14]=[C:15]([S:17][CH3:18])[O:16][C:12]=4[CH:11]=3)[CH:7]=[N:8][C:4]=2[CH:3]=1.C1C=C(Cl)C=C(C(OO)=[O:32])C=1. Product: [Br:1][C:2]1[C:22]([Cl:23])=[CH:21][C:5]2[N:6]([CH2:9][C:10]3[CH:20]=[CH:19][C:13]4[N:14]=[C:15]([S:17]([CH3:18])=[O:32])[O:16][C:12]=4[CH:11]=3)[CH:7]=[N:8][C:4]=2[CH:3]=1. The catalyst class is: 2.